The task is: Predict the reactants needed to synthesize the given product.. This data is from Full USPTO retrosynthesis dataset with 1.9M reactions from patents (1976-2016). (1) Given the product [C:1]([O:5][C:6]([NH:8][C@@H:9]([C@H:18]([CH2:23][CH:24]=[CH2:25])[C:19]([OH:21])=[O:20])[C:10]([N:12]1[CH2:16][CH2:15][C@H:14]([F:17])[CH2:13]1)=[O:11])=[O:7])([CH3:4])([CH3:3])[CH3:2], predict the reactants needed to synthesize it. The reactants are: [C:1]([O:5][C:6]([NH:8][C@@H:9]([C@H:18]([CH2:23][CH:24]=[CH2:25])[C:19]([O:21]C)=[O:20])[C:10]([N:12]1[CH2:16][CH2:15][C@H:14]([F:17])[CH2:13]1)=[O:11])=[O:7])([CH3:4])([CH3:3])[CH3:2].[OH-].[Li+]. (2) Given the product [C:15]12([CH2:16][C:17]([N:10]3[C@H:9]([CH:6]([CH3:8])[CH3:7])[CH2:13][O:12][C:11]3=[O:14])=[O:18])[CH2:19][CH:3]([CH2:4]1)[CH2:2]2, predict the reactants needed to synthesize it. The reactants are: [Li][CH2:2][CH2:3][CH2:4]C.[CH:6]([C@@H:9]1[CH2:13][O:12][C:11](=[O:14])[NH:10]1)([CH3:8])[CH3:7].[CH2:15]1[CH2:19][O:18][CH2:17][CH2:16]1.